Predict which catalyst facilitates the given reaction. From a dataset of Catalyst prediction with 721,799 reactions and 888 catalyst types from USPTO. (1) Reactant: [O:1]=[C:2]1[CH:6]=[CH:5][C:4](=[O:7])[N:3]1[CH2:8][CH2:9][CH2:10][CH2:11][CH2:12][C:13]([O-:15])=[O:14].O[N:17]1[C:21](=[O:22])[CH2:20][CH2:19][C:18]1=[O:23].C1(N=C=NC2CCCCC2)CCCCC1. Product: [O:1]=[C:2]1[CH:6]=[CH:5][C:4](=[O:7])[N:3]1[CH2:8][CH2:9][CH2:10][CH2:11][CH2:12][C:13]([O:15][N:17]1[C:21](=[O:22])[CH2:20][CH2:19][C:18]1=[O:23])=[O:14]. The catalyst class is: 25. (2) Reactant: [CH3:1][S:2]([C:5]1[CH:10]=[CH:9][C:8]([C:11]2[N:16]=[N:15][C:14]([CH2:17][NH:18][CH:19]3[CH2:24][CH2:23][N:22]([C:25]([O:27][C:28]([CH3:31])([CH3:30])[CH3:29])=[O:26])[CH2:21][CH2:20]3)=[CH:13][CH:12]=2)=[CH:7][CH:6]=1)(=[O:4])=[O:3].I[CH2:33][CH3:34].C(=O)([O-])[O-].[K+].[K+]. Product: [CH2:33]([N:18]([CH2:17][C:14]1[N:15]=[N:16][C:11]([C:8]2[CH:9]=[CH:10][C:5]([S:2]([CH3:1])(=[O:3])=[O:4])=[CH:6][CH:7]=2)=[CH:12][CH:13]=1)[CH:19]1[CH2:24][CH2:23][N:22]([C:25]([O:27][C:28]([CH3:31])([CH3:30])[CH3:29])=[O:26])[CH2:21][CH2:20]1)[CH3:34]. The catalyst class is: 3. (3) Reactant: [OH:1][C:2]1[C:7]([CH3:8])=[CH:6][C:5]([N:9]=[CH:10][N:11]([CH3:13])[CH3:12])=[C:4]([CH3:14])[CH:3]=1.[H-].[Na+].Br[CH2:18][CH2:19][CH2:20][CH:21]([CH3:23])[CH3:22].C(OCC)C. Product: [CH3:14][C:4]1[CH:3]=[C:2]([O:1][CH2:18][CH2:19][CH2:20][CH:21]([CH3:23])[CH3:22])[C:7]([CH3:8])=[CH:6][C:5]=1[N:9]=[CH:10][N:11]([CH3:12])[CH3:13]. The catalyst class is: 7. (4) Reactant: Br[CH2:2][C:3]1[C:27]([O:28][CH3:29])=[CH:26][C:6]2[C@H:7]([C:20]3[CH:25]=[CH:24][CH:23]=[CH:22][CH:21]=3)[NH:8][C@@:9]([CH2:16][CH2:17][CH2:18][CH3:19])([CH2:14][CH3:15])[CH2:10][S:11](=[O:13])(=[O:12])[C:5]=2[CH:4]=1.[P:30]([O:37]CC)([O:34][CH2:35][CH3:36])[O:31][CH2:32][CH3:33]. Product: [CH2:16]([C@@:9]1([CH2:14][CH3:15])[NH:8][C@@H:7]([C:20]2[CH:21]=[CH:22][CH:23]=[CH:24][CH:25]=2)[C:6]2[CH:26]=[C:27]([O:28][CH3:29])[C:3]([CH2:2][P:30](=[O:37])([O:34][CH2:35][CH3:36])[O:31][CH2:32][CH3:33])=[CH:4][C:5]=2[S:11](=[O:12])(=[O:13])[CH2:10]1)[CH2:17][CH2:18][CH3:19]. The catalyst class is: 11. (5) Product: [CH2:4]([N:11]1[CH2:16][CH2:15][CH:14]([CH3:17])[CH:13]([NH:18][CH3:19])[CH2:12]1)[C:5]1[CH:6]=[CH:7][CH:8]=[CH:9][CH:10]=1. Reactant: [BH4-].[Na+].[Br-].[CH2:4]([N+:11]1[CH:16]=[CH:15][C:14]([CH3:17])=[C:13]([NH:18][CH3:19])[CH:12]=1)[C:5]1[CH:10]=[CH:9][CH:8]=[CH:7][CH:6]=1.Cl. The catalyst class is: 40. (6) Reactant: [CH3:1][O:2][C:3]1[CH:4]=[C:5]2[CH2:14][CH:13]([CH2:15][CH:16]3[CH2:21][CH2:20][N:19]([CH2:22][C:23]4[CH:24]=[CH:25][CH:26]=[CH:27][CH:28]=4)[CH2:18][CH2:17]3)[C:11](=[O:12])[C:6]2=[CH:7][C:8]=1[O:9][CH3:10].[C:29]([OH:36])(=[O:35])/[CH:30]=[CH:31]/[C:32]([OH:34])=[O:33]. Product: [CH3:1][O:2][C:3]1[CH:4]=[C:5]2[CH2:14][CH:13]([CH2:15][CH:16]3[CH2:17][CH2:18][N:19]([CH2:22][C:23]4[CH:28]=[CH:27][CH:26]=[CH:25][CH:24]=4)[CH2:20][CH2:21]3)[C:11](=[O:12])[C:6]2=[CH:7][C:8]=1[O:9][CH3:10].[C:29]([O-:36])(=[O:35])/[CH:30]=[CH:31]/[C:32]([O-:34])=[O:33]. The catalyst class is: 21.